From a dataset of Forward reaction prediction with 1.9M reactions from USPTO patents (1976-2016). Predict the product of the given reaction. (1) Given the reactants C(O)(=O)C.[N+:5]([C:8]1[CH:17]=[C:16]2[C:11]([CH2:12][CH2:13][CH2:14][C:15]2=[O:18])=[CH:10][C:9]=1[O:19][CH3:20])([O-])=O.C([O-])(O)=O.[Na+], predict the reaction product. The product is: [NH2:5][C:8]1[CH:17]=[C:16]2[C:11]([CH2:12][CH2:13][CH2:14][C:15]2=[O:18])=[CH:10][C:9]=1[O:19][CH3:20]. (2) Given the reactants [H-].[Na+].C([O:7][C:8](=[O:20])[NH:9][CH2:10][C:11]1[CH:16]=[CH:15][CH:14]=[CH:13][C:12]=1[N:17]=[N+:18]=[N-:19])(C)(C)C.[CH2:21](Br)[C:22]#[CH:23], predict the reaction product. The product is: [N:17]([C:12]1[CH:13]=[CH:14][CH:15]=[CH:16][C:11]=1[CH2:10][N:9]([CH2:23][C:22]#[CH:21])[C:8](=[O:20])[OH:7])=[N+:18]=[N-:19]. (3) Given the reactants Cl[C:2]1[C:11]2[C:6](=[CH:7][C:8]([F:12])=[CH:9][CH:10]=2)[N:5]=[C:4]([CH:13]=[CH:14][C:15]2[O:16][C:17]([N+:20]([O-:22])=[O:21])=[CH:18][CH:19]=2)[N:3]=1.[N:23]1[CH:28]=[CH:27][CH:26]=[C:25]([NH:29][CH2:30][CH2:31][CH2:32][OH:33])[CH:24]=1, predict the reaction product. The product is: [F:12][C:8]1[CH:7]=[C:6]2[C:11]([C:2]([N:29]([C:25]3[CH:24]=[N:23][CH:28]=[CH:27][CH:26]=3)[CH2:30][CH2:31][CH2:32][OH:33])=[N:3][C:4](/[CH:13]=[CH:14]/[C:15]3[O:16][C:17]([N+:20]([O-:22])=[O:21])=[CH:18][CH:19]=3)=[N:5]2)=[CH:10][CH:9]=1. (4) Given the reactants C([O:8][N:9]1[C:15](=[O:16])[N:14]2[CH2:17][C@@H:10]1[CH2:11][CH2:12][C@@H:13]2[C:18]([NH:20][NH:21][C:22]([CH:24]1[CH2:27][N:26]([C:28]([O:30][C:31]([CH3:34])([CH3:33])[CH3:32])=[O:29])[CH2:25]1)=[O:23])=[O:19])C1C=CC=CC=1.[H][H], predict the reaction product. The product is: [OH:8][N:9]1[C:15](=[O:16])[N:14]2[CH2:17][C@@H:10]1[CH2:11][CH2:12][C@@H:13]2[C:18]([NH:20][NH:21][C:22]([CH:24]1[CH2:25][N:26]([C:28]([O:30][C:31]([CH3:34])([CH3:33])[CH3:32])=[O:29])[CH2:27]1)=[O:23])=[O:19]. (5) Given the reactants [OH:1][C@@:2]1([C:9]#[C:10][C:11]2[CH:12]=[C:13]([N:18]3[C:22]4=[N:23][CH:24]=[CH:25][CH:26]=[C:21]4[C:20]([C:27]([O:29]C)=O)=[N:19]3)[CH:14]=[C:15]([CH3:17])[CH:16]=2)[CH2:6][CH2:5][N:4]([CH3:7])[C:3]1=[O:8].[NH3:31], predict the reaction product. The product is: [OH:1][C@@:2]1([C:9]#[C:10][C:11]2[CH:12]=[C:13]([N:18]3[C:22]4=[N:23][CH:24]=[CH:25][CH:26]=[C:21]4[C:20]([C:27]([NH2:31])=[O:29])=[N:19]3)[CH:14]=[C:15]([CH3:17])[CH:16]=2)[CH2:6][CH2:5][N:4]([CH3:7])[C:3]1=[O:8]. (6) Given the reactants [C:1]([C:5]1[N:6]=[C:7]([N:16]2[CH2:20][CH2:19][C:18]([F:22])([F:21])[CH2:17]2)[C:8]2[N:13]=[N:12][N:11]([CH2:14][CH3:15])[C:9]=2[N:10]=1)([CH3:4])([CH3:3])[CH3:2].C(C1N=C(N2CCC(F)(F)C2)C2N=NNC=2N=1)(C)(C)C.BrCC1[CH:50]=[CH:49][CH:48]=[C:47]([C:51]([F:54])([F:53])[F:52])[C:46]=1[Cl:55], predict the reaction product. The product is: [C:1]([C:5]1[N:6]=[C:7]([N:16]2[CH2:20][CH2:19][C:18]([F:21])([F:22])[CH2:17]2)[C:8]2[N:13]=[N:12][N:11]([CH2:14][C:15]3[CH:50]=[CH:49][CH:48]=[C:47]([C:51]([F:54])([F:53])[F:52])[C:46]=3[Cl:55])[C:9]=2[N:10]=1)([CH3:2])([CH3:3])[CH3:4]. (7) Given the reactants [F:1][C:2]1[CH:25]=[CH:24][C:5]([CH2:6][O:7][C:8]2[CH:9]=[CH:10][C:11](I)=[C:12]([CH2:14][C:15]([NH:17][C@H:18]([CH3:22])[C:19]([NH2:21])=[O:20])=[O:16])[CH:13]=2)=[CH:4][CH:3]=1.C(N(CC)CC)C.[C:33](OCC)(=[O:35])C, predict the reaction product. The product is: [F:1][C:2]1[CH:25]=[CH:24][C:5]([CH2:6][O:7][C:8]2[CH:13]=[C:12]3[C:11](=[CH:10][CH:9]=2)[C:33](=[O:35])[N:17]([C@H:18]([CH3:22])[C:19]([NH2:21])=[O:20])[C:15](=[O:16])[CH2:14]3)=[CH:4][CH:3]=1. (8) Given the reactants [H-].[Na+].[S:3]1[CH:7]=[CH:6][CH:5]=[C:4]1[C:8]1[CH:13]=[CH:12][CH:11]=[CH:10][C:9]=1[CH2:14][CH2:15][N:16]1[CH2:32][CH2:31][C:19]2([N:23]([C:24]3[CH:29]=[CH:28][CH:27]=[CH:26][CH:25]=3)[CH2:22][NH:21][C:20]2=[O:30])[CH2:18][CH2:17]1.Cl.[CH3:34][N:35]([CH2:37][CH2:38][Cl:39])[CH3:36], predict the reaction product. The product is: [ClH:39].[CH3:34][N:35]([CH3:36])[CH2:37][CH2:38][N:21]1[C:20](=[O:30])[C:19]2([CH2:18][CH2:17][N:16]([CH2:15][CH2:14][C:9]3[CH:10]=[CH:11][CH:12]=[CH:13][C:8]=3[C:4]3[S:3][CH:7]=[CH:6][CH:5]=3)[CH2:32][CH2:31]2)[N:23]([C:24]2[CH:29]=[CH:28][CH:27]=[CH:26][CH:25]=2)[CH2:22]1. (9) Given the reactants Br[C:2]1[CH:3]=[C:4]([C:8]2[CH:13]=[C:12]([C:14]([F:17])([F:16])[F:15])[CH:11]=[C:10]([C:18]3[CH:23]=[CH:22][C:21]([C:24]([F:27])([F:26])[F:25])=[CH:20][CH:19]=3)[N:9]=2)[CH:5]=[CH:6][CH:7]=1.[N:28]1[CH:33]=[CH:32][CH:31]=[C:30](B(O)O)[CH:29]=1, predict the reaction product. The product is: [N:28]1[CH:33]=[CH:32][CH:31]=[C:30]([C:2]2[CH:3]=[C:4]([C:8]3[CH:13]=[C:12]([C:14]([F:15])([F:17])[F:16])[CH:11]=[C:10]([C:18]4[CH:19]=[CH:20][C:21]([C:24]([F:25])([F:26])[F:27])=[CH:22][CH:23]=4)[N:9]=3)[CH:5]=[CH:6][CH:7]=2)[CH:29]=1.